This data is from Peptide-MHC class II binding affinity with 134,281 pairs from IEDB. The task is: Regression. Given a peptide amino acid sequence and an MHC pseudo amino acid sequence, predict their binding affinity value. This is MHC class II binding data. (1) The MHC is DRB4_0101 with pseudo-sequence DRB4_0103. The peptide sequence is HIDLLVGSATLCSALYVGDL. The binding affinity (normalized) is 0.252. (2) The binding affinity (normalized) is 0.763. The peptide sequence is KKDQVVMTSLALVGAALK. The MHC is HLA-DQA10201-DQB10301 with pseudo-sequence HLA-DQA10201-DQB10301. (3) The peptide sequence is FGYGAKDVRCHARKAVTHIN. The MHC is DRB1_0301 with pseudo-sequence DRB1_0301. The binding affinity (normalized) is 0.355. (4) The peptide sequence is IEDINVGFKAAVAAA. The MHC is DRB1_1501 with pseudo-sequence DRB1_1501. The binding affinity (normalized) is 0.531. (5) The peptide sequence is KMYFNLIDTKCYK. The MHC is DRB1_0101 with pseudo-sequence DRB1_0101. The binding affinity (normalized) is 0.558. (6) The peptide sequence is FSNVYLFAKDKSGPL. The MHC is DRB3_0202 with pseudo-sequence DRB3_0202. The binding affinity (normalized) is 0.0874. (7) The peptide sequence is PWMQVPLEVKREACP. The MHC is DRB1_0801 with pseudo-sequence DRB1_0801. The binding affinity (normalized) is 0.388.